Dataset: Catalyst prediction with 721,799 reactions and 888 catalyst types from USPTO. Task: Predict which catalyst facilitates the given reaction. (1) Reactant: [F:1][C:2]1[C:3]([O:39][CH3:40])=[CH:4][C:5]([CH2:34][C:35]([F:38])([F:37])[F:36])=[C:6]([C:8]2[N:13]=[C:12]3[NH:14][N:15]=[C:16](I)[C:11]3=[C:10]([NH:18][CH2:19][C:20]3[CH:25]=[C:24]([O:26][CH3:27])[CH:23]=[CH:22][C:21]=3[N:28]([CH3:33])[S:29]([CH3:32])(=[O:31])=[O:30])[N:9]=2)[CH:7]=1.I[C:42]1[NH:43][C:44]2[CH2:49][CH2:48][N:47](C(OC(C)(C)C)=O)[CH2:46][C:45]=2[N:57]=1.Cl. Product: [F:1][C:2]1[C:3]([O:39][CH3:40])=[CH:4][C:5]([CH2:34][C:35]([F:38])([F:37])[F:36])=[C:6]([C:8]2[N:13]=[C:12]3[NH:14][N:15]=[C:16]([C:42]4[NH:43][C:44]5[CH2:49][CH2:48][NH:47][CH2:46][C:45]=5[N:57]=4)[C:11]3=[C:10]([NH:18][CH2:19][C:20]3[CH:25]=[C:24]([O:26][CH3:27])[CH:23]=[CH:22][C:21]=3[N:28]([CH3:33])[S:29]([CH3:32])(=[O:31])=[O:30])[N:9]=2)[CH:7]=1. The catalyst class is: 12. (2) Reactant: [CH3:1][CH:2]1[C:6](=[O:7])[CH2:5][CH2:4][C:3]1=[O:8].CI.[OH-].[K+].O1CCOC[CH2:14]1. Product: [CH3:1][C:2]1([CH3:14])[C:6](=[O:7])[CH2:5][CH2:4][C:3]1=[O:8]. The catalyst class is: 6. (3) Product: [Cl:24][CH2:10][C:9]1[C:4]([CH2:3][O:2][CH3:1])=[N:5][C:6]([C:12]2[CH:17]=[CH:16][C:15]([C:18]([F:21])([F:20])[F:19])=[CH:14][CH:13]=2)=[CH:7][CH:8]=1. Reactant: [CH3:1][O:2][CH2:3][C:4]1[C:9]([CH2:10]O)=[CH:8][CH:7]=[C:6]([C:12]2[CH:17]=[CH:16][C:15]([C:18]([F:21])([F:20])[F:19])=[CH:14][CH:13]=2)[N:5]=1.O=S(Cl)[Cl:24]. The catalyst class is: 2.